Predict the reaction yield, written as a fraction of the theoretical maximum amount of product (1.0 means a 100% yield; for example, 0.34 means a 34% yield). From a dataset of Reaction yield outcomes from USPTO patents with 853,638 reactions. (1) The reactants are [C@@H:1]12[N:8]([C:9]([C:11]3[C:16]([N:17]4[N:21]=[CH:20][CH:19]=[N:18]4)=[CH:15][CH:14]=[CH:13][C:12]=3[F:22])=[O:10])[CH2:7][C@@H:6]1[CH2:5][CH2:4][NH:3][CH2:2]2.Cl[C:24]1[N:29]=[C:28]([CH3:30])[CH:27]=[C:26]([CH3:31])[N:25]=1.CCN(C(C)C)C(C)C. The catalyst is C(#N)C.O. The product is [CH3:31][C:26]1[CH:27]=[C:28]([CH3:30])[N:29]=[C:24]([N:3]2[CH2:4][CH2:5][C@@H:6]3[C@@H:1]([N:8]([C:9]([C:11]4[C:16]([N:17]5[N:18]=[CH:19][CH:20]=[N:21]5)=[CH:15][CH:14]=[CH:13][C:12]=4[F:22])=[O:10])[CH2:7]3)[CH2:2]2)[N:25]=1. The yield is 0.530. (2) The reactants are [CH3:1][C:2]1[CH:11]=[C:10]([C:12]([O:14][CH3:15])=[O:13])[C:9]([CH3:16])=[CH:8][C:3]=1[C:4]([O:6][CH3:7])=[O:5].[N+:17]([O-])([OH:19])=[O:18].S(=O)(=O)(O)O. The catalyst is ClCCl. The product is [CH3:16][C:9]1[C:8]([N+:17]([O-:19])=[O:18])=[C:3]([C:4]([O:6][CH3:7])=[O:5])[C:2]([CH3:1])=[CH:11][C:10]=1[C:12]([O:14][CH3:15])=[O:13]. The yield is 0.740.